From a dataset of Cav3 T-type calcium channel HTS with 100,875 compounds. Binary Classification. Given a drug SMILES string, predict its activity (active/inactive) in a high-throughput screening assay against a specified biological target. (1) The molecule is Clc1ccc(CNC=2SCc3c(N2)cccc3)cc1. The result is 0 (inactive). (2) The drug is S(CC(=O)NC1CCCCC1)c1n(c(nn1)Cc1ccc(OC)cc1)C. The result is 0 (inactive). (3) The result is 0 (inactive). The drug is O(c1ccc(C(=O)Nc2ccc(cc2)C)cc1)C(=O)c1occc1. (4) The molecule is Clc1cc(C2NC(=O)NC(=C2C(=O)NCc2ccccc2)C)c(OCCC)c(OC)c1. The result is 0 (inactive). (5) The molecule is Oc1ccc(C(N2CCCCC2)C#N)cc1. The result is 0 (inactive). (6) The compound is Clc1c(c2nc(OC)c(cc2)C#N)cccc1. The result is 0 (inactive).